This data is from Forward reaction prediction with 1.9M reactions from USPTO patents (1976-2016). The task is: Predict the product of the given reaction. (1) Given the reactants Br[C:2]1[CH:11]=[CH:10][C:9]2[C:4](=[CH:5][CH:6]=[C:7]([C:10]3[C:9]4[C:4](=[CH:5][CH:6]=[CH:7][CH:8]=4)[CH:3]=[CH:2][CH:11]=3)[CH:8]=2)[CH:3]=1.Br[C:23]1[CH:32]=[CH:31][C:30]2[C:25](=[CH:26][CH:27]=[C:28](Br)[CH:29]=2)[CH:24]=1.BrC1C=CC2C(=CC=C(I)C=2)C=1.C1([B:56]([OH:58])[OH:57])C2C(=CC=CC=2)C=CC=1.Cl, predict the reaction product. The product is: [C:10]1([C:23]2[CH:32]=[CH:31][C:30]3[C:25](=[CH:26][CH:27]=[C:28]([B:56]([OH:58])[OH:57])[CH:29]=3)[CH:24]=2)[C:9]2[C:4](=[CH:5][CH:6]=[CH:7][CH:8]=2)[CH:3]=[CH:2][CH:11]=1. (2) Given the reactants [C:1]([N:4]1[CH2:9][CH2:8][N:7]([CH2:10][C:11]2[N:15]3[CH2:16][CH2:17][O:18][C:19]4[CH:24]=[CH:23][C:22](Br)=[CH:21][C:20]=4[C:14]3=[N:13][C:12]=2[C:26]([NH2:28])=[O:27])[CH2:6][CH2:5]1)(=[O:3])[CH3:2].BrC1C=CC2OCCN3C(CN4CCCC4)=C(C(N)=O)N=C3C=2C=1.N1(C(=O)C)CCNCC1.[CH3:62][C:63]([OH:67])([C:65]#[CH:66])[CH3:64], predict the reaction product. The product is: [C:1]([N:4]1[CH2:9][CH2:8][N:7]([CH2:10][C:11]2[N:15]3[CH2:16][CH2:17][O:18][C:19]4[CH:24]=[CH:23][C:22]([C:66]#[C:65][C:63]([OH:67])([CH3:64])[CH3:62])=[CH:21][C:20]=4[C:14]3=[N:13][C:12]=2[C:26]([NH2:28])=[O:27])[CH2:6][CH2:5]1)(=[O:3])[CH3:2].